This data is from Experimentally validated miRNA-target interactions with 360,000+ pairs, plus equal number of negative samples. The task is: Binary Classification. Given a miRNA mature sequence and a target amino acid sequence, predict their likelihood of interaction. (1) The miRNA is hsa-miR-4768-5p with sequence AUUCUCUCUGGAUCCCAUGGAU. The protein sequence of the target gene is MAERPGPPGGAVSATAYPDTPAEFPPHLQAGAMRRRFWGVFNCLCAGAFGALAAASAKLAFGSEVSMGLCVLGIIVMASTNSLMWTFFSRGLSFSMSSAIASVTVTFSNILSSAFLGYVLYGECQEVLWWGGVFLILCGLTLIHRKLPPTWKPLPHKQQ. Result: 0 (no interaction). (2) The miRNA is hsa-miR-202-5p with sequence UUCCUAUGCAUAUACUUCUUUG. The protein sequence of the target gene is MSENRKPLLGFVSKLTSGTALGNSGKTHCPLCLGLFKAPRLLPCLHTVCTTCLEQLEPFSVVDIRGGDSDTSSEGSIFQELKPRSLQSQIGILCPVCDAQVDLPMGGVKALTIDHLAVNDVMLESLRGEGQGLVCDLCNDREVEKRCQTCKANLCHFCCQAHRRQKKTTYHTMVDLKDLKGYSRIGKPILCPVHPAEELRLFCEFCDRPVCQDCVVGEHREHPCDFTSNVIHKHGDSVWELLKGTQPHVEALEEALAQIHIINSALQKRVEAVAADVRTFSEGYIKAIEEHRDKLLKQLE.... Result: 0 (no interaction). (3) The miRNA is mmu-miR-450b-5p with sequence UUUUGCAGUAUGUUCCUGAAUA. The protein sequence of the target gene is MQFPMGPACIFLRKGIAEKQRERPLGQDELDELREAFLEFDKDQDGFISYKDLGNLMRTMGYMPTEMELTELGQQIRMNLGGRVDFEDFVELMTPKLLAETAGMIGVQEMRDAFKEFDANGDGEITLAELQQAMQRLLGEKLTPREIAEVVQEADINGDGTVDFEEFVKMMSR. Result: 1 (interaction). (4) The miRNA is cel-miR-266 with sequence AGGCAAGACUUUGGCAAAGC. The protein sequence of the target gene is MGNGESQLSSVPAQKLGWFIQEYLKPYEECQTLIDEMVNTICDVLQEPEQFPLVQGVAIGGSYGRKTVLRGNSDGTLVLFFSDLKQFQDQKRSQRDILDKTGDKLKFCLFTKWLKNNFEIQKSLDGFTIQVFTKNQRISFEVLAAFNALSLNDNPSPWIYRELKRSLDKTNASPGEFAVCFTELQQKFFDNRPGKLKDLILLIKHWHQQCQKKIKDLPSLSPYALELLTVYAWEQGCRKDNFDIAEGVRTVLELIKCQEKLCIYWMVNYNFEDETIRNILLHQLQSARPVILDPVDPTNN.... Result: 0 (no interaction). (5) The miRNA is hsa-miR-3064-3p with sequence UUGCCACACUGCAACACCUUACA. The protein sequence of the target gene is MPSAIEAIYIILIAGELTIGIWGNGFIVLVNCIDWLKRRDISLIDIILISLAISRICLLCVISLDGFFMLLFPGTYGNSVLVSIVNVVWTFANNSSLWFTSCLSIFYLLKIANISHPFFFWLKLKINKVMLAILLGSFLISLIISVPKNDDMWYHLFKVSHEENITWKFKVSKIPGTFKQLTLNLGVMVPFILCLISFFLLLFSLVRHTKQIRLHATGFRDPSTEAHMRAIKAVIIFLLLLIVYYPVFLVMTSSALIPQGKLVLMIGDIVTVIFPSSHSFILIMGNSKLREAFLKMLRFV.... Result: 0 (no interaction). (6) Result: 1 (interaction). The miRNA is hsa-miR-4766-5p with sequence UCUGAAAGAGCAGUUGGUGUU. The protein sequence of the target gene is MATRVEEAARGRGGGAEEATEAGRGGRRRSPRQKFEIGTMEEAGICGLGVKADMLCNSQSNDILQHQGSNCGGTSNKHSLEEDEGSDFITENRNLVSPAYCTQESREEIPGGEARTDPPDGQQDSECNRNKEKTLGKEVLLLMQALNTLSTPEEKLAALCKKYADLLEESRSVQKQMKILQKKQAQIVKEKVHLQSEHSKAILARSKLESLCRELQRHNKTLKEENMQQAREEEERRKEATAHFQITLNEIQAQLEQHDIHNAKLRQENIELGEKLKKLIEQYALREEHIDKVFKHKELQ.... (7) The miRNA is hsa-miR-20b-5p with sequence CAAAGUGCUCAUAGUGCAGGUAG. The protein sequence of the target gene is MADTLESSLEDPLRSFVRVLEKRDGTVLRLQQYSSGGVGCVVWDAAIVLSKYLETPEFSGDGAHALSRRSVLELGSGTGAVGLMAATLGADVVVTDLEELQDLLKMNINMNKHLVTGSVQAKVLKWGEEIEGFPSPPDFILMADCIYYEESLEPLLKTLKDISGFETCIICCYEQRTMGKNPEIEKKYFELLQLDFDFEKIPLEKHDEEYRSEDIHIIYIRKKKSKFPS. Result: 1 (interaction). (8) The miRNA is mmu-miR-3475-3p with sequence UCUGGAGGCACAUGGUUUGAA. The protein sequence of the target gene is MELSTVLLLLGLCSAGLVLGSEHETRLVAKLFEDYSSVVRPVEDHREIVQVTVGLQLIQLINVDEVNQIVTTNVRLKQQWVDYNLKWNPDDYGGVKKIHIPSEKIWRPDVVLYNNADGDFAIVKFTKVLLDYTGHITWTPPAIFKSYCEIIVTHFPFDEQNCSMKLGTWTYDGSVVAINPESDQPDLSNFMESGEWVIKEARGWKHWVFYSCCPTTPYLDITYHFVMQRLPLYFIVNVIIPCLLFSFLTSLVFYLPTDSGEKMTLSISVLLSLTVFLLVIVELIPSTSSAVPLIGKYMLF.... Result: 1 (interaction). (9) The miRNA is mmu-miR-290a-5p with sequence ACUCAAACUAUGGGGGCACUUU. The protein sequence of the target gene is MSSSFELSVQDLNDLLSDGSGCYSLPSQPCNEVVPRVYVGNASVAQDITQLQKLGITHVLNAAEGRSFMHVNTSASFYEDSGITYLGIKANDTQEFNLSAYFERATDFIDQALAHKNGRVLVHCREGYSRSPTLVIAYLMMRQKMDVKSALSTVRQNREIGPNDGFLAQLCQLNDRLAKEGKVKL. Result: 1 (interaction).